The task is: Predict the reactants needed to synthesize the given product.. This data is from Full USPTO retrosynthesis dataset with 1.9M reactions from patents (1976-2016). (1) Given the product [CH3:6][O:7][C:8]1[CH:9]=[C:10]([CH2:11][C:19]#[C:18][Si:20]([CH3:23])([CH3:22])[CH3:21])[CH:13]=[C:14]([O:16][CH3:17])[CH:15]=1, predict the reactants needed to synthesize it. The reactants are: P(Br)(Br)Br.[Br-].[CH3:6][O:7][C:8]1[CH:9]=[C:10]([CH:13]=[C:14]([O:16][CH3:17])[CH:15]=1)[CH2:11]Br.[C:18]([Si:20]([CH3:23])([CH3:22])[CH3:21])#[CH:19]. (2) Given the product [F:15][C:16]1[CH:21]=[CH:20][C:19]([O:22][C:2]2[C:11]3[C:6](=[C:7]([N+:12]([O-:14])=[O:13])[CH:8]=[CH:9][CH:10]=3)[N:5]=[CH:4][CH:3]=2)=[CH:18][C:17]=1[C:23]([F:24])([F:25])[F:26], predict the reactants needed to synthesize it. The reactants are: Cl[C:2]1[C:11]2[C:6](=[C:7]([N+:12]([O-:14])=[O:13])[CH:8]=[CH:9][CH:10]=2)[N:5]=[CH:4][CH:3]=1.[F:15][C:16]1[CH:21]=[CH:20][C:19]([OH:22])=[CH:18][C:17]=1[C:23]([F:26])([F:25])[F:24].C([O-])([O-])=O.[K+].[K+]. (3) Given the product [C:1]([O:4][C@@H:5]([C:7]1[N:12]=[C:11]([O:13][S:22]([CH3:21])(=[O:24])=[O:23])[CH:10]=[CH:9][N:8]=1)[CH3:6])(=[O:3])[CH3:2], predict the reactants needed to synthesize it. The reactants are: [C:1]([O:4][C@@H:5]([C:7]1[NH:12][C:11](=[O:13])[CH:10]=[CH:9][N:8]=1)[CH3:6])(=[O:3])[CH3:2].C(N(CC)CC)C.[CH3:21][S:22](Cl)(=[O:24])=[O:23]. (4) Given the product [CH:1]1([CH2:4][N:5]2[CH2:28][C:27]3[C:18]4=[C:19]([C:20](=[O:24])[N:21]([CH3:23])[CH:22]=[C:17]4[C:7]4[CH:8]=[C:9]([S:12]([CH2:15][CH3:16])(=[O:13])=[O:14])[CH:10]=[CH:11][C:6]2=4)[NH:25][CH:26]=3)[CH2:3][CH2:2]1, predict the reactants needed to synthesize it. The reactants are: [CH:1]1([CH2:4][NH:5][C:6]2[CH:11]=[CH:10][C:9]([S:12]([CH2:15][CH3:16])(=[O:14])=[O:13])=[CH:8][C:7]=2[C:17]2[C:18]3[CH:27]=[CH:26][NH:25][C:19]=3[C:20](=[O:24])[N:21]([CH3:23])[CH:22]=2)[CH2:3][CH2:2]1.[CH2:28]=O.Cl.